Dataset: HIV replication inhibition screening data with 41,000+ compounds from the AIDS Antiviral Screen. Task: Binary Classification. Given a drug SMILES string, predict its activity (active/inactive) in a high-throughput screening assay against a specified biological target. (1) The compound is O=C1C2C3C=C4c5ccccc5N(c5ccccc5)C4(C2C(=O)N1c1ccc(F)cc1)C1C(=O)N(c2ccc(F)cc2)C(=O)C31. The result is 0 (inactive). (2) The molecule is CCOP1(OCC)(SSC)OC(=O)C(C)S1. The result is 0 (inactive). (3) The drug is C=CC1C=Cc2c(OC)cccc2C1COP1(=S)NC(C)C(c2ccccc2)O1. The result is 0 (inactive).